Task: Predict the reactants needed to synthesize the given product.. Dataset: Full USPTO retrosynthesis dataset with 1.9M reactions from patents (1976-2016) (1) Given the product [CH2:7]([OH:8])[CH2:2][CH3:3].[Cl:1][C:2]1[CH:3]=[C:4]([C:12]2[O:16][N:15]=[C:14]([C:17]3[CH:18]=[CH:19][C:20]([NH:23][C@H:24]4[CH2:28][CH2:27][C@@H:26]([C:29]([OH:31])=[O:30])[CH2:25]4)=[CH:21][CH:22]=3)[N:13]=2)[CH:5]=[N:6][C:7]=1[O:8][CH:9]([CH3:10])[CH3:11], predict the reactants needed to synthesize it. The reactants are: [Cl:1][C:2]1[CH:3]=[C:4]([C:12]2[O:16][N:15]=[C:14]([C:17]3[CH:22]=[CH:21][C:20]([NH:23][C@H:24]4[CH2:28][CH2:27][C@@H:26]([C:29]([OH:31])=[O:30])[CH2:25]4)=[CH:19][CH:18]=3)[N:13]=2)[CH:5]=[N:6][C:7]=1[O:8][CH:9]([CH3:11])[CH3:10]. (2) Given the product [CH3:1][O:2][C:3]1[C:4]([CH3:12])=[C:5]([CH2:6][OH:7])[CH:9]=[CH:10][CH:11]=1, predict the reactants needed to synthesize it. The reactants are: [CH3:1][O:2][C:3]1[C:4]([CH3:12])=[C:5]([CH:9]=[CH:10][CH:11]=1)[C:6](O)=[O:7].[H-].B.O1CCCC1. (3) Given the product [Cl:3][C:4]1[CH:9]=[C:8]([S:10]([C:12]2[CH:17]=[CH:16][C:15]([O:18][CH2:30][CH2:31][CH2:32][OH:33])=[CH:14][CH:13]=2)=[O:11])[CH:7]=[CH:6][C:5]=1[NH:19][C:20](=[O:28])[C@:21]([OH:27])([CH3:26])[C:22]([F:25])([F:23])[F:24], predict the reactants needed to synthesize it. The reactants are: [H-].[Na+].[Cl:3][C:4]1[CH:9]=[C:8]([S:10]([C:12]2[CH:17]=[CH:16][C:15]([OH:18])=[CH:14][CH:13]=2)=[O:11])[CH:7]=[CH:6][C:5]=1[NH:19][C:20](=[O:28])[C@:21]([OH:27])([CH3:26])[C:22]([F:25])([F:24])[F:23].Br[CH2:30][CH2:31][CH2:32][OH:33]. (4) Given the product [C:1]([O:5][C:6]([N:16]([CH3:21])[CH2:17][CH:18]=[CH:19][CH2:20][C:53]1[CH:54]=[C:55]2[C:50](=[CH:51][C:52]=1[O:56][CH2:57][CH3:58])[N:49]=[CH:48][C:47]([C:59]#[N:60])=[C:46]2[NH:45][C:40]1[CH:41]=[CH:42][C:43]([F:44])=[C:38]([Cl:37])[CH:39]=1)=[O:7])([CH3:2])([CH3:3])[CH3:4], predict the reactants needed to synthesize it. The reactants are: [C:1]([O:5][C:6](CNC/C=C/C(O)=O)=[O:7])([CH3:4])([CH3:3])[CH3:2].[N:16]1[CH:21]=[CH:20][CH:19]=[CH:18][CH:17]=1.C1CCC(N=C=NC2CCCCC2)CC1.[Cl:37][C:38]1[CH:39]=[C:40]([NH:45][C:46]2[C:55]3[C:50](=[CH:51][C:52]([O:56][CH2:57][CH3:58])=[CH:53][CH:54]=3)[N:49]=[CH:48][C:47]=2[C:59]#[N:60])[CH:41]=[CH:42][C:43]=1[F:44]. (5) Given the product [CH:14]([N:17]1[C:8]([CH3:12])=[CH:9][C:10](=[O:11])[C:5]([C:6]([OH:13])=[O:7])=[CH:4]1)([CH3:16])[CH3:15], predict the reactants needed to synthesize it. The reactants are: CN([CH:4]=[C:5]1[C:10](=[O:11])[CH:9]=[C:8]([CH3:12])[O:7][C:6]1=[O:13])C.[CH:14]([NH2:17])([CH3:16])[CH3:15].CC(C)([O-])C.[Na+].